This data is from Forward reaction prediction with 1.9M reactions from USPTO patents (1976-2016). The task is: Predict the product of the given reaction. (1) Given the reactants C(O)C.[CH:4]1([N:7]2[C:16]3[C:11](=[CH:12][CH:13]=[C:14]([C:21]4[CH:22]=[C:23]5[C:27](=[CH:28][CH:29]=4)[C@@H:26]([CH3:30])[NH:25][CH2:24]5)[C:15]=3[O:17][CH:18]([F:20])[F:19])[C:10](=[O:31])[C:9]([C:32]([OH:34])=[O:33])=[CH:8]2)[CH2:6][CH2:5]1.[P:35](=[O:39])([OH:38])([OH:37])[OH:36], predict the reaction product. The product is: [P:35]([OH:39])([OH:38])([OH:37])=[O:36].[CH:4]1([N:7]2[C:16]3[C:11](=[CH:12][CH:13]=[C:14]([C:21]4[CH:22]=[C:23]5[C:27](=[CH:28][CH:29]=4)[C@@H:26]([CH3:30])[NH:25][CH2:24]5)[C:15]=3[O:17][CH:18]([F:20])[F:19])[C:10](=[O:31])[C:9]([C:32]([OH:34])=[O:33])=[CH:8]2)[CH2:6][CH2:5]1. (2) Given the reactants [CH:1]1([S:4]([C:7]2[CH:12]=[CH:11][C:10]([CH:13]([CH2:18][CH:19]3[CH2:24][CH2:23][O:22][CH2:21][CH2:20]3)[C:14](=[O:17])[CH:15]=[CH2:16])=[CH:9][CH:8]=2)(=[O:6])=[O:5])[CH2:3][CH2:2]1.[CH3:25][C:26]1([CH3:38])[O:30][CH:29]([C:31]2[S:35][C:34]([CH:36]=[O:37])=[N:33][CH:32]=2)[CH2:28][O:27]1.C(N(CC)CC)C, predict the reaction product. The product is: [CH:1]1([S:4]([C:7]2[CH:8]=[CH:9][C:10]([CH:13]([CH2:18][CH:19]3[CH2:24][CH2:23][O:22][CH2:21][CH2:20]3)[C:14](=[O:17])[CH2:15][CH2:16][C:36]([C:34]3[S:35][C:31]([CH:29]4[CH2:28][O:27][C:26]([CH3:38])([CH3:25])[O:30]4)=[CH:32][N:33]=3)=[O:37])=[CH:11][CH:12]=2)(=[O:6])=[O:5])[CH2:3][CH2:2]1. (3) Given the reactants [CH3:1][C:2]1[C:11]([C:12]([O:14][C:15]([CH3:18])([CH3:17])[CH3:16])=[O:13])=[C:10]([C:19]2[CH:24]=[CH:23][CH:22]=[CH:21][CH:20]=2)[C:9]2[C:4](=[CH:5][CH:6]=[C:7]([N+:25]([O-])=O)[CH:8]=2)[N:3]=1, predict the reaction product. The product is: [NH2:25][C:7]1[CH:8]=[C:9]2[C:4](=[CH:5][CH:6]=1)[N:3]=[C:2]([CH3:1])[C:11]([C:12]([O:14][C:15]([CH3:18])([CH3:16])[CH3:17])=[O:13])=[C:10]2[C:19]1[CH:24]=[CH:23][CH:22]=[CH:21][CH:20]=1. (4) Given the reactants [Cl:1][C:2]1[CH:7]=[CH:6][C:5]([C:8]#[C:9][CH2:10][NH2:11])=[CH:4][CH:3]=1.CCN(CC)CC, predict the reaction product. The product is: [Cl:1][C:2]1[CH:3]=[CH:4][C:5]([CH:8]=[CH:9][CH2:10][NH2:11])=[CH:6][CH:7]=1. (5) The product is: [C:1]1([B:7]([CH:9]([O:16][CH:17]([B:24]([C:26]2[CH:27]=[CH:28][CH:29]=[CH:30][CH:31]=2)[O:25][CH2:40][CH2:39][NH:38][C:32]2[CH:37]=[CH:36][CH:35]=[CH:34][CH:33]=2)[C:18]2[CH:19]=[CH:20][CH:21]=[CH:22][CH:23]=2)[C:10]2[CH:15]=[CH:14][CH:13]=[CH:12][CH:11]=2)[O:8][CH2:40][CH2:39][NH:38][C:32]2[CH:37]=[CH:36][CH:35]=[CH:34][CH:33]=2)[CH:2]=[CH:3][CH:4]=[CH:5][CH:6]=1. Given the reactants [C:1]1([B:7]([CH:9]([O:16][CH:17]([B:24]([C:26]2[CH:31]=[CH:30][CH:29]=[CH:28][CH:27]=2)[OH:25])[C:18]2[CH:23]=[CH:22][CH:21]=[CH:20][CH:19]=2)[C:10]2[CH:15]=[CH:14][CH:13]=[CH:12][CH:11]=2)[OH:8])[CH:6]=[CH:5][CH:4]=[CH:3][CH:2]=1.[C:32]1([NH:38][CH2:39][CH2:40]O)[CH:37]=[CH:36][CH:35]=[CH:34][CH:33]=1, predict the reaction product. (6) Given the reactants C([O:3][C:4]([C:6]1[CH:10]=[C:9]([NH2:11])[N:8]([C:12]2[CH:17]=[CH:16][CH:15]=[CH:14][CH:13]=2)[N:7]=1)=[O:5])C.Cl[C:19]1[CH:24]=[CH:23][CH:22]=[CH:21][N:20]=1.C([O-])([O-])=O.[Cs+].[Cs+].CC1(C)C2C(=C(P(C3C=CC=CC=3)C3C=CC=CC=3)C=CC=2)OC2C(P(C3C=CC=CC=3)C3C=CC=CC=3)=CC=CC1=2.[OH-].[Na+], predict the reaction product. The product is: [C:12]1([N:8]2[C:9]([NH:11][C:19]3[CH:24]=[CH:23][CH:22]=[CH:21][N:20]=3)=[CH:10][C:6]([C:4]([OH:3])=[O:5])=[N:7]2)[CH:13]=[CH:14][CH:15]=[CH:16][CH:17]=1. (7) Given the reactants C([O:8][C:9]1[CH:14]=[CH:13][C:12]([CH:15]2[C:24]([C:25]3[CH:30]=[CH:29][CH:28]=[C:27]([O:31][CH3:32])[CH:26]=3)=[C:23]([CH2:33][CH3:34])[C:22]3[C:17](=[CH:18][CH:19]=[C:20]([O:35][CH3:36])[CH:21]=3)[O:16]2)=[CH:11][CH:10]=1)C1C=CC=CC=1.C([O-])=O.[NH4+].C(O)C, predict the reaction product. The product is: [CH2:33]([C:23]1[C:22]2[C:17](=[CH:18][CH:19]=[C:20]([O:35][CH3:36])[CH:21]=2)[O:16][CH:15]([C:12]2[CH:13]=[CH:14][C:9]([OH:8])=[CH:10][CH:11]=2)[C:24]=1[C:25]1[CH:30]=[CH:29][CH:28]=[C:27]([O:31][CH3:32])[CH:26]=1)[CH3:34]. (8) Given the reactants [F:1][C:2]1[CH:7]=[C:6]([CH3:8])[CH:5]=[CH:4][C:3]=1[C:9]1[S:13][N:12]=[C:11]([C:14]([CH3:16])=[CH2:15])[C:10]=1[C:17]#[N:18].[H][H], predict the reaction product. The product is: [F:1][C:2]1[CH:7]=[C:6]([CH3:8])[CH:5]=[CH:4][C:3]=1[C:9]1[S:13][N:12]=[C:11]([CH:14]([CH3:16])[CH3:15])[C:10]=1[C:17]#[N:18].